Dataset: Catalyst prediction with 721,799 reactions and 888 catalyst types from USPTO. Task: Predict which catalyst facilitates the given reaction. (1) Reactant: [CH3:1][C:2]1[C:3]([CH2:21][CH:22]=[CH2:23])=[C:4]2[C:9](=[CH:10][CH:11]=1)[N:8]=[C:7]([CH:12]([N+:18]([O-])=O)[C:13]([O:15][CH2:16][CH3:17])=[O:14])[CH:6]=[CH:5]2.[C:24](O)(=O)C. Product: [CH3:1][C:2]1[C:3]([CH2:21][CH:22]=[CH2:23])=[C:4]2[C:9](=[CH:10][CH:11]=1)[N:8]1[CH:24]=[N:18][C:12]([C:13]([O:15][CH2:16][CH3:17])=[O:14])=[C:7]1[CH:6]=[CH:5]2. The catalyst class is: 401. (2) Reactant: [Cl:1][C:2]1[CH:7]=[C:6]([Cl:8])[CH:5]=[CH:4][C:3]=1[C:9](=O)[CH2:10][N:11]1[C:15]([C:16](OCC)=[O:17])=[CH:14][C:13]([C:21]([O:23][CH2:24][CH3:25])=[O:22])=[N:12]1.C([O-])(=O)C.[NH4+:31].C(=O)([O-])[O-].[Na+].[Na+]. Product: [Cl:1][C:2]1[CH:7]=[C:6]([Cl:8])[CH:5]=[CH:4][C:3]=1[C:9]1[NH:31][C:16](=[O:17])[C:15]2[N:11]([N:12]=[C:13]([C:21]([O:23][CH2:24][CH3:25])=[O:22])[CH:14]=2)[CH:10]=1. The catalyst class is: 15. (3) Reactant: [F:1][C:2]([F:16])([F:15])[C:3]1[CH:14]=[CH:13][C:6]2[NH:7]C(=O)[O:9][C:10](=O)[C:5]=2[CH:4]=1.[CH:17]1([C:22](=O)[CH2:23][C:24]#[N:25])[CH2:21][CH2:20][CH2:19][CH2:18]1.C(N(CC)CC)C.Cl. Product: [CH:17]1([C:22]2[C:23]([C:24]#[N:25])=[C:10]([OH:9])[C:5]3[C:6](=[CH:13][CH:14]=[C:3]([C:2]([F:1])([F:15])[F:16])[CH:4]=3)[N:7]=2)[CH2:21][CH2:20][CH2:19][CH2:18]1. The catalyst class is: 3. (4) Reactant: [CH2:1]([N:3]1[C:7]2[N:8]=[C:9]([C:18]3[CH:23]=[CH:22][C:21]([NH:24][C:25]([NH:27][C:28]4[CH:36]=[CH:35][C:31]([C:32]([OH:34])=O)=[CH:30][CH:29]=4)=[O:26])=[CH:20][CH:19]=3)[N:10]=[C:11]([N:12]3[CH2:17][CH2:16][O:15][CH2:14][CH2:13]3)[C:6]=2[N:5]=[N:4]1)[CH3:2].[N:37]1([CH:43]2[CH2:48][CH2:47][NH:46][CH2:45][CH2:44]2)[CH2:42][CH2:41][CH2:40][CH2:39][CH2:38]1.CCN(CC)CC.C1C=CC2N(O)N=NC=2C=1.CCN=C=NCCCN(C)C. Product: [N:37]1([CH:43]2[CH2:48][CH2:47][N:46]([C:32]([C:31]3[CH:30]=[CH:29][C:28]([NH:27][C:25]([NH:24][C:21]4[CH:20]=[CH:19][C:18]([C:9]5[N:10]=[C:11]([N:12]6[CH2:17][CH2:16][O:15][CH2:14][CH2:13]6)[C:6]6[N:5]=[N:4][N:3]([CH2:1][CH3:2])[C:7]=6[N:8]=5)=[CH:23][CH:22]=4)=[O:26])=[CH:36][CH:35]=3)=[O:34])[CH2:45][CH2:44]2)[CH2:42][CH2:41][CH2:40][CH2:39][CH2:38]1. The catalyst class is: 1. (5) Reactant: [F:1][C:2]1[CH:21]=[CH:20][C:5]2[C:6]([C:9]3[CH:14]=[CH:13][C:12]([O:15][CH2:16][C@H:17]4[CH2:19][O:18]4)=[CH:11][CH:10]=3)=[N:7][O:8][C:4]=2[CH:3]=1.[NH2:22][CH:23]1[CH2:28][CH2:27][N:26]([CH2:29][C:30]2[CH:35]=[CH:34][CH:33]=[CH:32][CH:31]=2)[CH2:25][CH2:24]1. Product: [CH2:29]([N:26]1[CH2:27][CH2:28][CH:23]([NH:22][CH2:19][C@@H:17]([OH:18])[CH2:16][O:15][C:12]2[CH:11]=[CH:10][C:9]([C:6]3[C:5]4[CH:20]=[CH:21][C:2]([F:1])=[CH:3][C:4]=4[O:8][N:7]=3)=[CH:14][CH:13]=2)[CH2:24][CH2:25]1)[C:30]1[CH:31]=[CH:32][CH:33]=[CH:34][CH:35]=1. The catalyst class is: 737. (6) Reactant: [C:1]([Si:5]([O:8][CH:9]([CH2:14][CH2:15][C:16]1[CH:21]=[CH:20][C:19]([C:22]([CH2:41][CH3:42])([C:25]2[CH:30]=[CH:29][C:28](B3OC(C)(C)C(C)(C)O3)=[C:27]([CH3:40])[CH:26]=2)[CH2:23][CH3:24])=[CH:18][C:17]=1[CH3:43])[C:10]([CH3:13])([CH3:12])[CH3:11])([CH3:7])[CH3:6])([CH3:4])([CH3:3])[CH3:2].[CH3:44][O:45][C:46](=[O:80])[CH2:47][C:48]1[CH:53]=[C:52]([O:54]S(C(F)(F)F)(=O)=O)[CH:51]=[C:50](O[Si](C(C)(C)C)(C2C=CC=CC=2)C2C=CC=CC=2)[CH:49]=1.P([O-])([O-])([O-])=O.[K+].[K+].[K+].[Cl-].[NH4+]. Product: [CH3:44][O:45][C:46](=[O:80])[CH2:47][C:48]1[CH:49]=[C:50]([C:28]2[CH:29]=[CH:30][C:25]([C:22]([C:19]3[CH:20]=[CH:21][C:16]([CH2:15][CH2:14][CH:9]([O:8][Si:5]([C:1]([CH3:4])([CH3:3])[CH3:2])([CH3:6])[CH3:7])[C:10]([CH3:13])([CH3:12])[CH3:11])=[C:17]([CH3:43])[CH:18]=3)([CH2:23][CH3:24])[CH2:41][CH3:42])=[CH:26][C:27]=2[CH3:40])[CH:51]=[C:52]([OH:54])[CH:53]=1. The catalyst class is: 73. (7) Reactant: [CH3:1][O:2][C:3](=[O:12])[C:4]1[CH:9]=[CH:8][C:7]([CH3:10])=[N:6][C:5]=1Cl.[F:13][C:14]([F:25])([F:24])[C:15]1[CH:20]=[CH:19][C:18](B(O)O)=[CH:17][CH:16]=1.C(=O)([O-])[O-].[Na+].[Na+].C(OCC)(=O)C. Product: [CH3:1][O:2][C:3](=[O:12])[C:4]1[CH:9]=[CH:8][C:7]([CH3:10])=[N:6][C:5]=1[C:18]1[CH:19]=[CH:20][C:15]([C:14]([F:25])([F:24])[F:13])=[CH:16][CH:17]=1. The catalyst class is: 548. (8) Reactant: [O:1]=[C:2]1[C:11]2[CH:10]=[C:9]([C:12]([O:14][CH3:15])=[O:13])[CH:8]=[CH:7][C:6]=2[CH2:5][CH2:4][CH2:3]1.C1COCC1.[BH4-].[Na+].Cl. Product: [OH:1][CH:2]1[C:11]2[CH:10]=[C:9]([C:12]([O:14][CH3:15])=[O:13])[CH:8]=[CH:7][C:6]=2[CH2:5][CH2:4][CH2:3]1. The catalyst class is: 5. (9) Reactant: [CH3:1][C:2]1[C:3]([OH:8])=[N:4][CH:5]=[CH:6][CH:7]=1.[N+:9]([O-])([OH:11])=[O:10].O. Product: [CH3:1][C:2]1[C:3]([OH:8])=[N:4][CH:5]=[C:6]([N+:9]([O-:11])=[O:10])[CH:7]=1. The catalyst class is: 82. (10) Reactant: [CH3:1][S:2]([C:5]1[CH:6]=[CH:7][C:8](=[O:11])[NH:9][CH:10]=1)(=[O:4])=[O:3].C([O-])(=O)C.[Na+].[Br:17]Br. Product: [Br:17][C:7]1[C:8](=[O:11])[NH:9][CH:10]=[C:5]([S:2]([CH3:1])(=[O:4])=[O:3])[CH:6]=1. The catalyst class is: 15.